This data is from Forward reaction prediction with 1.9M reactions from USPTO patents (1976-2016). The task is: Predict the product of the given reaction. (1) Given the reactants [Cl:1][C:2]1[CH:7]=[CH:6][CH:5]=[C:4]([Cl:8])[C:3]=1[CH2:9][S:10]([C:13]1[CH:14]=[C:15]2[C:19](=[CH:20][CH:21]=1)[NH:18][C:17](=[O:22])/[C:16]/2=[CH:23]\[C:24]1[NH:28][C:27]([CH3:29])=[C:26]([CH2:30][C:31](O)=[O:32])[C:25]=1[CH3:34])(=[O:12])=[O:11].C(N(CC)CC)C.CN([P+](ON1N=NC2C=CC=CC1=2)(N(C)C)N(C)C)C.F[P-](F)(F)(F)(F)F.[F:69][CH:70]1[CH2:75][CH2:74][N:73]([CH2:76][CH2:77][NH2:78])[CH2:72][CH2:71]1, predict the reaction product. The product is: [Cl:8][C:4]1[CH:5]=[CH:6][CH:7]=[C:2]([Cl:1])[C:3]=1[CH2:9][S:10]([C:13]1[CH:14]=[C:15]2[C:19](=[CH:20][CH:21]=1)[NH:18][C:17](=[O:22])/[C:16]/2=[CH:23]\[C:24]1[NH:28][C:27]([CH3:29])=[C:26]([CH2:30][C:31]([NH:78][CH2:77][CH2:76][N:73]2[CH2:74][CH2:75][CH:70]([F:69])[CH2:71][CH2:72]2)=[O:32])[C:25]=1[CH3:34])(=[O:12])=[O:11]. (2) Given the reactants [NH2:1][C@H:2]([C:10]([OH:12])=[O:11])[CH2:3][CH2:4][CH2:5]NC(=N)N.[NH2:13][C@H:14](C(O)=O)CC1N=CNC=1, predict the reaction product. The product is: [NH2:1][C@H:2]([C:10]([OH:12])=[O:11])[CH2:3][CH2:4][CH2:5][CH2:14][NH2:13]. (3) Given the reactants [CH3:1][O:2][C:3]1[CH:4]=[C:5]([CH:12](C(OCC)=O)[C:13]([O:15]CC)=[O:14])[CH:6]=[CH:7][C:8]=1[N+:9]([O-:11])=[O:10].[OH-].[Na+], predict the reaction product. The product is: [CH3:1][O:2][C:3]1[CH:4]=[C:5]([CH2:12][C:13]([OH:15])=[O:14])[CH:6]=[CH:7][C:8]=1[N+:9]([O-:11])=[O:10]. (4) Given the reactants C[O:2][C:3](=O)[NH:4][CH:5]([CH3:14])[CH2:6][C:7]1[CH:12]=[CH:11][CH:10]=[C:9]([Cl:13])[CH:8]=1.N, predict the reaction product. The product is: [Cl:13][C:9]1[CH:8]=[C:7]2[C:12](=[CH:11][CH:10]=1)[C:3](=[O:2])[NH:4][CH:5]([CH3:14])[CH2:6]2. (5) Given the reactants Br[C:2]1[CH:3]=[N:4][CH:5]=[C:6]([Br:8])[CH:7]=1.[NH:9]1CC[CH2:14][C@H:10]1[C:11](O)=O.C(N)(C)C.C(O[K])(C)=O, predict the reaction product. The product is: [Br:8][C:6]1[CH:7]=[C:2]([NH:9][CH:10]([CH3:14])[CH3:11])[CH:3]=[N:4][CH:5]=1. (6) Given the reactants [Br:1][CH2:2][CH2:3][CH2:4][O:5][C:6]1[CH:11]=[CH:10][C:9]([N+:12]([O-])=O)=[CH:8][C:7]=1[C:15]1[CH:20]=[CH:19][CH:18]=[CH:17][CH:16]=1, predict the reaction product. The product is: [Br:1][CH2:2][CH2:3][CH2:4][O:5][C:6]1[C:7]([C:15]2[CH:20]=[CH:19][CH:18]=[CH:17][CH:16]=2)=[CH:8][C:9]([NH2:12])=[CH:10][CH:11]=1. (7) Given the reactants [F:1][C:2]([F:12])([F:11])[C:3]1[CH:7]=[C:6]([CH:8]([CH3:10])[CH3:9])[NH:5][N:4]=1.C1C(=O)N([Cl:20])C(=O)C1, predict the reaction product. The product is: [Cl:20][C:7]1[C:3]([C:2]([F:1])([F:11])[F:12])=[N:4][NH:5][C:6]=1[CH:8]([CH3:10])[CH3:9]. (8) The product is: [N:27]1([C:24]2[CH:25]=[CH:26][C:21]([CH2:20][C:19]([N:13]3[CH2:14][CH2:15][N:16]([CH2:2][CH2:3][C:4]4[CH:11]=[CH:10][C:7]([C:8]#[N:9])=[CH:6][CH:5]=4)[CH2:17][CH2:18]3)=[O:32])=[CH:22][CH:23]=2)[CH:31]=[N:30][N:29]=[N:28]1. Given the reactants Br[CH2:2][CH2:3][C:4]1[CH:11]=[CH:10][C:7]([C:8]#[N:9])=[CH:6][CH:5]=1.Cl.[N:13]1([C:19](=[O:32])[CH2:20][C:21]2[CH:26]=[CH:25][C:24]([N:27]3[CH:31]=[N:30][N:29]=[N:28]3)=[CH:23][CH:22]=2)[CH2:18][CH2:17][NH:16][CH2:15][CH2:14]1.C(=O)([O-])[O-].[K+].[K+].O, predict the reaction product. (9) The product is: [NH2:21][C:22]([NH:1][C:2]1[CH:6]=[C:5]([C:7]2[CH:12]=[CH:11][CH:10]=[CH:9][C:8]=2[Cl:13])[S:4][C:3]=1[C:14]([NH2:16])=[O:15])=[O:23]. Given the reactants [NH2:1][C:2]1[CH:6]=[C:5]([C:7]2[CH:12]=[CH:11][CH:10]=[CH:9][C:8]=2[Cl:13])[S:4][C:3]=1[C:14]([NH2:16])=[O:15].C[Si]([N:21]=[C:22]=[O:23])(C)C, predict the reaction product. (10) Given the reactants [Cl:1][C:2]1[C:7]([NH:8][S:9]([N:12]([CH3:14])[CH3:13])(=[O:11])=[O:10])=[CH:6][C:5]([NH:15][C:16]2[C:21]([C:22]3[N:30]=[C:29]([CH3:31])[N:28]=[C:27]4[C:23]=3[N:24]=[CH:25][N:26]4C3CCCCO3)=[CH:20][C:19]([CH:38]([N:40]3[CH2:45][CH2:44][O:43][CH2:42][CH2:41]3)[CH3:39])=[CH:18][N:17]=2)=[CH:4][N:3]=1.Cl.C(O)(=O)CC(CC(O)=O)(C(O)=O)O.[OH-].[Na+], predict the reaction product. The product is: [Cl:1][C:2]1[C:7]([NH:8][S:9]([N:12]([CH3:14])[CH3:13])(=[O:10])=[O:11])=[CH:6][C:5]([NH:15][C:16]2[C:21]([C:22]3[N:30]=[C:29]([CH3:31])[N:28]=[C:27]4[C:23]=3[N:24]=[CH:25][NH:26]4)=[CH:20][C:19]([CH:38]([N:40]3[CH2:45][CH2:44][O:43][CH2:42][CH2:41]3)[CH3:39])=[CH:18][N:17]=2)=[CH:4][N:3]=1.